From a dataset of Full USPTO retrosynthesis dataset with 1.9M reactions from patents (1976-2016). Predict the reactants needed to synthesize the given product. (1) Given the product [CH3:19][O:20][C:21]1[CH:22]=[C:23]([NH:29][C:30](=[S:31])[NH:1][C:2]2[CH:3]=[C:4]([CH:14]=[CH:15][C:16]=2[O:17][CH3:18])[C:5]([NH:7][C:8]2[CH:13]=[CH:12][CH:11]=[CH:10][CH:9]=2)=[O:6])[CH:24]=[CH:25][C:26]=1[O:27][CH3:28], predict the reactants needed to synthesize it. The reactants are: [NH2:1][C:2]1[CH:3]=[C:4]([CH:14]=[CH:15][C:16]=1[O:17][CH3:18])[C:5]([NH:7][C:8]1[CH:13]=[CH:12][CH:11]=[CH:10][CH:9]=1)=[O:6].[CH3:19][O:20][C:21]1[CH:22]=[C:23]([N:29]=[C:30]=[S:31])[CH:24]=[CH:25][C:26]=1[O:27][CH3:28]. (2) Given the product [NH:1]([C:8]1[N:13]=[C:12]([CH2:14][N:15]2[C:16](=[O:22])[CH2:17][CH2:18][C:19]2=[O:21])[CH:11]=[CH:10][N:9]=1)[C:2]1[CH:7]=[CH:6][CH:5]=[CH:4][CH:3]=1, predict the reactants needed to synthesize it. The reactants are: [NH:1]([C:8]1[N:13]=[C:12]([CH2:14][NH:15][C:16](=[O:22])[CH2:17][CH2:18][C:19]([OH:21])=O)[CH:11]=[CH:10][N:9]=1)[C:2]1[CH:7]=[CH:6][CH:5]=[CH:4][CH:3]=1.FC1C(O)=C(F)C(F)=C(F)C=1F. (3) Given the product [CH2:1]([O:3][C:4](=[O:17])[CH:5]([O:14][CH2:15][CH3:16])[CH2:6][C:7]1[CH:8]=[CH:9][C:10]([O:13][CH2:32][CH2:31][CH2:30][CH2:29][C:24]2[CH:25]=[CH:26][CH:27]=[CH:28][C:23]=2[O:22][S:19]([CH3:18])(=[O:21])=[O:20])=[CH:11][CH:12]=1)[CH3:2], predict the reactants needed to synthesize it. The reactants are: [CH2:1]([O:3][C:4](=[O:17])[CH:5]([O:14][CH2:15][CH3:16])[CH2:6][C:7]1[CH:12]=[CH:11][C:10]([OH:13])=[CH:9][CH:8]=1)[CH3:2].[CH3:18][S:19]([O:22][C:23]1[CH:28]=[CH:27][CH:26]=[CH:25][C:24]=1[CH2:29][CH2:30][CH2:31][CH2:32]CS([O-])(=O)=O)(=[O:21])=[O:20]. (4) Given the product [Cl:1][C:2]1[CH:3]=[CH:4][C:5]([C:8]2[CH:13]=[CH:12][C:11]3[N:14]=[C:20]([C:19]([F:23])([F:24])[C:18]([F:25])([F:26])[C:17]([F:28])([F:27])[F:16])[NH:15][C:10]=3[CH:9]=2)=[CH:6][CH:7]=1, predict the reactants needed to synthesize it. The reactants are: [Cl:1][C:2]1[CH:7]=[CH:6][C:5]([C:8]2[CH:9]=[C:10]([NH2:15])[C:11]([NH2:14])=[CH:12][CH:13]=2)=[CH:4][CH:3]=1.[F:16][C:17]([F:28])([F:27])[C:18]([F:26])([F:25])[C:19]([F:24])([F:23])[C:20](O)=O. (5) Given the product [CH3:1][N:2]1[C:10]([S:11]([CH3:12])(=[O:25])=[O:35])=[N:9][C:8]2[C:3]1=[N:4][CH:5]=[N:6][C:7]=2[O:13][C@H:14]1[CH2:18][CH2:17][N:16]([C:19](=[O:22])[CH2:20][CH3:21])[CH2:15]1, predict the reactants needed to synthesize it. The reactants are: [CH3:1][N:2]1[C:10]([S:11][CH3:12])=[N:9][C:8]2[C:3]1=[N:4][CH:5]=[N:6][C:7]=2[O:13][C@H:14]1[CH2:18][CH2:17][N:16]([C:19](=[O:22])[CH2:20][CH3:21])[CH2:15]1.CC(O)=[O:25].[O-][Mn](=O)(=O)=O.[K+].OO.[OH2:35].